From a dataset of Full USPTO retrosynthesis dataset with 1.9M reactions from patents (1976-2016). Predict the reactants needed to synthesize the given product. (1) Given the product [CH3:15][O:1][CH2:2][C:3]1[CH:10]=[CH:9][C:6]([C:7]#[N:8])=[CH:5][CH:4]=1, predict the reactants needed to synthesize it. The reactants are: [OH:1][CH2:2][C:3]1[CH:10]=[CH:9][C:6]([C:7]#[N:8])=[CH:5][CH:4]=1.[H-].[Na+].CI.[C:15](OCC)(=O)C.CCCCCC. (2) Given the product [O:1]=[CH:2][C@@H:3]([C@H:5]([C@@H:7]([C@@H:20]([CH2:22][OH:23])[OH:21])[OH:8])[OH:6])[OH:4], predict the reactants needed to synthesize it. The reactants are: [OH:1][CH:2]1[O:21][C@H:20]([CH2:22][OH:23])[C@@H:7]([O:8][C@@H]2O[C@H](CO)[C@H](O)[C@H](O)[C@H]2O)[C@H:5]([OH:6])[C@H:3]1[OH:4].O=C[C@@H]([C@H]([C@H]([C@@H](CO)O)O)O)O. (3) Given the product [Cl:10][C:11]1[C:16]([Cl:17])=[CH:15][CH:14]=[CH:13][C:12]=1[S:18]([NH:36][C@H:30]1[C:29]2[C:33](=[CH:34][CH:35]=[C:27]([C:25]([O:24][CH3:23])=[O:26])[CH:28]=2)[CH2:32][CH2:31]1)(=[O:20])=[O:19], predict the reactants needed to synthesize it. The reactants are: C(N(C(C)C)C(C)C)C.[Cl:10][C:11]1[C:16]([Cl:17])=[CH:15][CH:14]=[CH:13][C:12]=1[S:18](Cl)(=[O:20])=[O:19].Cl.[CH3:23][O:24][C:25]([C:27]1[CH:28]=[C:29]2[C:33](=[CH:34][CH:35]=1)[CH2:32][CH2:31][C@H:30]2[NH2:36])=[O:26]. (4) Given the product [CH3:1][O:2][C:3]1[N:8]=[C:7]([NH:9][C:10]2[CH:11]=[N:12][C:13]([O:16][CH3:17])=[CH:14][CH:15]=2)[C:6]([C:18]2[N:23]=[C:22]([CH3:24])[N:21]=[C:20]([NH2:27])[N:19]=2)=[CH:5][N:4]=1, predict the reactants needed to synthesize it. The reactants are: [CH3:1][O:2][C:3]1[N:8]=[C:7]([NH:9][C:10]2[CH:11]=[N:12][C:13]([O:16][CH3:17])=[CH:14][CH:15]=2)[C:6]([C:18]2[N:23]=[C:22]([CH3:24])[N:21]=[C:20](SC)[N:19]=2)=[CH:5][N:4]=1.[NH3:27]. (5) Given the product [CH:42]([C:40]1[CH:39]=[CH:38][C:37]([O:45][CH3:46])=[C:36]([C:27]2[CH:28]=[CH:29][C:30]([C:32]([F:33])([F:35])[F:34])=[CH:31][C:26]=2[CH2:25][N:14]2[CH2:13][CH:12]([C:47]3[CH:52]=[CH:51][CH:50]=[CH:49][N:48]=3)[O:11][C:15]2=[O:24])[CH:41]=1)([CH3:43])[CH3:44], predict the reactants needed to synthesize it. The reactants are: C[Si]([N-][Si](C)(C)C)(C)C.[K+].[OH:11][CH:12]([C:47]1[CH:52]=[CH:51][CH:50]=[CH:49][N:48]=1)[CH2:13][N:14]([CH2:25][C:26]1[CH:31]=[C:30]([C:32]([F:35])([F:34])[F:33])[CH:29]=[CH:28][C:27]=1[C:36]1[CH:41]=[C:40]([CH:42]([CH3:44])[CH3:43])[CH:39]=[CH:38][C:37]=1[O:45][CH3:46])[C:15](=[O:24])OCC1C=CC=CC=1. (6) Given the product [F:32][C:29]1[CH:28]=[CH:27][C:26]([N:23]2[C:24]3[CH:25]=[C:17]4[CH2:16][CH2:15][CH2:14][C@@H:13]5[CH2:33][C@@:9]([OH:8])([C:42]([F:45])([F:43])[F:44])[CH2:10][CH2:11][C@@:12]5([CH2:34][N:35]5[CH2:39][CH2:38][CH2:37][S:36]5(=[O:40])=[O:41])[C:18]4=[CH:19][C:20]=3[CH:21]=[N:22]2)=[CH:31][CH:30]=1, predict the reactants needed to synthesize it. The reactants are: C([O:8][C@@:9]1([C:42]([F:45])([F:44])[F:43])[CH2:33][C@H:13]2[CH2:14][CH2:15][CH2:16][C:17]3[C:18](=[CH:19][C:20]4[CH:21]=[N:22][N:23]([C:26]5[CH:31]=[CH:30][C:29]([F:32])=[CH:28][CH:27]=5)[C:24]=4[CH:25]=3)[C@:12]2([CH2:34][N:35]2[CH2:39][CH2:38][CH2:37][S:36]2(=[O:41])=[O:40])[CH2:11][CH2:10]1)C1C=CC=CC=1.B(Br)(Br)Br. (7) Given the product [C:22]([O:26][C:27](=[O:38])[NH:28][CH2:29][C:30]1[CH:31]=[CH:32][C:33]([CH2:36][O:15][C:11]2[CH:12]=[CH:13][CH:14]=[C:9]([O:8][C:6]3[CH:5]=[CH:4][N:3]=[C:2]([Cl:1])[N:7]=3)[CH:10]=2)=[CH:34][CH:35]=1)([CH3:25])([CH3:24])[CH3:23], predict the reactants needed to synthesize it. The reactants are: [Cl:1][C:2]1[N:7]=[C:6]([O:8][C:9]2[CH:10]=[C:11]([OH:15])[CH:12]=[CH:13][CH:14]=2)[CH:5]=[CH:4][N:3]=1.C([O-])([O-])=O.[Cs+].[Cs+].[C:22]([O:26][C:27](=[O:38])[NH:28][CH2:29][C:30]1[CH:35]=[CH:34][C:33]([CH2:36]Cl)=[CH:32][CH:31]=1)([CH3:25])([CH3:24])[CH3:23].CCOC(C)=O. (8) The reactants are: [NH:1]1[C:5]2=[N:6][CH:7]=[C:8]([NH2:10])[CH:9]=[C:4]2[CH:3]=[CH:2]1.CC#N.N1C=CC=CC=1.Cl[C:21]([O:23][C:24]1[CH:29]=[CH:28][CH:27]=[CH:26][CH:25]=1)=[O:22]. Given the product [NH:1]1[C:5]2=[N:6][CH:7]=[C:8]([NH:10][C:21](=[O:22])[O:23][C:24]3[CH:29]=[CH:28][CH:27]=[CH:26][CH:25]=3)[CH:9]=[C:4]2[CH:3]=[CH:2]1, predict the reactants needed to synthesize it. (9) Given the product [N+:8]([CH2:10][CH2:11][CH2:12][CH2:13][CH2:14][CH2:15][NH:16][C:17]1[N:3]2[CH:4]=[CH:5][CH:6]=[CH:7][C:2]2=[N:1][C:24]=1[C:19]1[CH:20]=[CH:21][CH:22]=[CH:23][N:18]=1)#[C-:9], predict the reactants needed to synthesize it. The reactants are: [NH2:1][C:2]1[CH:7]=[CH:6][CH:5]=[CH:4][N:3]=1.[N+:8]([CH2:10][CH2:11][CH2:12][CH2:13][CH2:14][CH2:15][N+:16]#[C-:17])#[C-:9].[N:18]1[CH:23]=[CH:22][CH:21]=[CH:20][C:19]=1[CH:24]=O. (10) Given the product [CH3:17][C:18]1[CH:19]=[C:20]([C:24]2[C:32]3[C:31](=[O:33])[NH:30][C:29]([C:34]([NH:98][CH2:97][C:93]4[CH:94]=[CH:95][CH:96]=[C:91]([O:90][CH2:89][CH2:88][O:87][C:84]5[N:85]=[CH:86][NH:82][N:83]=5)[CH:92]=4)=[O:36])=[N:28][C:27]=3[S:26][CH:25]=2)[CH:21]=[CH:22][CH:23]=1, predict the reactants needed to synthesize it. The reactants are: O=C1C2C(=CC=CC=2)N=C(C(OCC)=O)N1.[CH3:17][C:18]1[CH:19]=[C:20]([C:24]2[C:32]3[C:31](=[O:33])[NH:30][C:29]([C:34]([O:36]CC)=O)=[N:28][C:27]=3[S:26][CH:25]=2)[CH:21]=[CH:22][CH:23]=1.C1(C(C2C=CC=CC=2)(C2C=CC=CC=2)N2C=NC(CCCOC3C=C(CN)C=CN=3)=N2)C=CC=CC=1.C1(C(C2C=CC=CC=2)(C2C=CC=CC=2)[N:82]2[CH:86]=[N:85][C:84]([O:87][CH2:88][CH2:89][O:90][C:91]3[CH:92]=[C:93]([CH2:97][NH2:98])[CH:94]=[CH:95][CH:96]=3)=[N:83]2)C=CC=CC=1.